Dataset: Reaction yield outcomes from USPTO patents with 853,638 reactions. Task: Predict the reaction yield, written as a fraction of the theoretical maximum amount of product (1.0 means a 100% yield; for example, 0.34 means a 34% yield). The reactants are [F:1][C:2]1[CH:3]=[C:4]([CH:28]=[C:29]([F:31])[CH:30]=1)[O:5][C:6]1[CH:11]=[CH:10][C:9]([C:12]2[C:20]3[C:15](=[N:16][CH:17]=[N:18][C:19]=3[NH2:21])[N:14]([CH2:22][C@H:23]3[CH2:27][CH2:26][CH2:25][NH:24]3)[N:13]=2)=[CH:8][CH:7]=1.[C:32]([CH2:34][C:35](O)=[O:36])#[N:33].CN(C(ON1N=NC2C=CC=NC1=2)=[N+](C)C)C.F[P-](F)(F)(F)(F)F.C(N(CC)CC)C. The catalyst is CN(C)C=O. The product is [NH2:21][C:19]1[N:18]=[CH:17][N:16]=[C:15]2[N:14]([CH2:22][C@H:23]3[CH2:27][CH2:26][CH2:25][N:24]3[C:35](=[O:36])[CH2:34][C:32]#[N:33])[N:13]=[C:12]([C:9]3[CH:8]=[CH:7][C:6]([O:5][C:4]4[CH:28]=[C:29]([F:31])[CH:30]=[C:2]([F:1])[CH:3]=4)=[CH:11][CH:10]=3)[C:20]=12. The yield is 0.470.